Dataset: Forward reaction prediction with 1.9M reactions from USPTO patents (1976-2016). Task: Predict the product of the given reaction. (1) Given the reactants [O:1]=[C:2]1[NH:6][CH2:5][C@@H:4]([C:7]([O:9][CH3:10])=[O:8])[N:3]1C(OCC1C=CC=CC=1)=O, predict the reaction product. The product is: [O:1]=[C:2]1[NH:3][C@H:4]([C:7]([O:9][CH3:10])=[O:8])[CH2:5][NH:6]1. (2) Given the reactants [NH2:1][C@@H:2]1[CH2:6][N:5]([C:7]2[C:11]([NH:12][C:13]([C:15]3[N:16]=[C:17]([C:20]4[CH:25]=[CH:24][N:23]=[C:22]([N:26]([CH2:34][C:35]([F:38])([F:37])[F:36])C(=O)OC(C)(C)C)[CH:21]=4)[O:18][CH:19]=3)=[O:14])=[CH:10][N:9]([CH3:39])[N:8]=2)[C:4](=[O:40])[CH2:3]1.[CH:41](=O)[CH3:42].[BH4-].[Na+].CO, predict the reaction product. The product is: [CH2:41]([NH:1][C@@H:2]1[CH2:6][N:5]([C:7]2[C:11]([NH:12][C:13]([C:15]3[N:16]=[C:17]([C:20]4[CH:25]=[CH:24][N:23]=[C:22]([NH:26][CH2:34][C:35]([F:37])([F:36])[F:38])[CH:21]=4)[O:18][CH:19]=3)=[O:14])=[CH:10][N:9]([CH3:39])[N:8]=2)[C:4](=[O:40])[CH2:3]1)[CH3:42]. (3) The product is: [Cl:1][C:2]1[CH:3]=[CH:4][C:5]([O:12][CH2:19][CH:21]2[CH2:22][O:23]2)=[C:6]([NH:8][C:9](=[O:11])[CH3:10])[CH:7]=1. Given the reactants [Cl:1][C:2]1[CH:3]=[CH:4][C:5]([OH:12])=[C:6]([NH:8][C:9](=[O:11])[CH3:10])[CH:7]=1.C([O-])([O-])=O.[K+].[K+].[CH2:19]([CH:21]1[O:23][CH2:22]1)Br, predict the reaction product. (4) Given the reactants [Br:1][C:2]1[CH:7]=[CH:6][C:5]([O:8][CH:9]([C:16]2[CH:21]=[CH:20][CH:19]=[CH:18][C:17]=2[Cl:22])[CH2:10][CH2:11][C:12]([F:15])([F:14])[F:13])=[C:4]([N+:23]([O-])=O)[CH:3]=1.[Cl-].[NH4+].O, predict the reaction product. The product is: [Br:1][C:2]1[CH:7]=[CH:6][C:5]([O:8][CH:9]([C:16]2[CH:21]=[CH:20][CH:19]=[CH:18][C:17]=2[Cl:22])[CH2:10][CH2:11][C:12]([F:14])([F:15])[F:13])=[C:4]([CH:3]=1)[NH2:23]. (5) Given the reactants CC([O-])(C)C.[Na+].C1(C)C=CC=CC=1.[CH3:14][NH:15][C:16]1[CH:21]=[CH:20][CH:19]=[CH:18][CH:17]=1.Cl[C:23]1[CH:28]=[C:27]([CH3:29])[CH:26]=[CH:25][C:24]=1[CH3:30], predict the reaction product. The product is: [CH3:30][C:24]1[CH:25]=[CH:26][C:27]([CH3:29])=[CH:28][C:23]=1[N:15]([CH3:14])[C:16]1[CH:21]=[CH:20][CH:19]=[CH:18][CH:17]=1.